This data is from HIV replication inhibition screening data with 41,000+ compounds from the AIDS Antiviral Screen. The task is: Binary Classification. Given a drug SMILES string, predict its activity (active/inactive) in a high-throughput screening assay against a specified biological target. (1) The result is 0 (inactive). The compound is O=C1CSC(c2cccc([N+](=O)[O-])c2)N1c1ccc(-c2ccc(-n3c(-c4ccccc4)nc4ccccc4c3=O)cc2)cc1. (2) The drug is CC(=O)CCCCn1c(=O)c2c(ncn2C)n(C)c1=O. The result is 0 (inactive). (3) The compound is COc1ccc(C(CC(=O)C(C)(C)CN2CCCCC2)SCCS(=O)(=O)O)cc1. The result is 0 (inactive). (4) The molecule is CC(CS(C)(=O)=O)S(=O)(=O)O. The result is 0 (inactive).